From a dataset of KCNQ2 potassium channel screen with 302,405 compounds. Binary Classification. Given a drug SMILES string, predict its activity (active/inactive) in a high-throughput screening assay against a specified biological target. The drug is O=C(n1ncc2c1ccc(c2)C)CCCC(=O)NCc1ccc(OCC)cc1. The result is 0 (inactive).